Dataset: Reaction yield outcomes from USPTO patents with 853,638 reactions. Task: Predict the reaction yield, written as a fraction of the theoretical maximum amount of product (1.0 means a 100% yield; for example, 0.34 means a 34% yield). The reactants are N[C:2]1[S:3][C:4]2[C:10]([Br:11])=[C:9]([F:12])[CH:8]=[CH:7][C:5]=2[N:6]=1.N(OC(C)(C)C)=O. The catalyst is C1COCC1. The product is [Br:11][C:10]1[C:4]2[S:3][CH:2]=[N:6][C:5]=2[CH:7]=[CH:8][C:9]=1[F:12]. The yield is 0.340.